This data is from Catalyst prediction with 721,799 reactions and 888 catalyst types from USPTO. The task is: Predict which catalyst facilitates the given reaction. (1) Reactant: [CH:1]([N:4]([CH3:33])[C@@H:5]1[CH2:10][CH2:9][C@H:8]([N:11]2[CH2:15][CH2:14][C@H:13]([NH:16]C(=O)OCC3C=CC=CC=3)[C:12]2=[O:27])[C@H:7]([CH2:28][S:29]([CH3:32])(=[O:31])=[O:30])[CH2:6]1)([CH3:3])[CH3:2].CCOCC. Product: [NH2:16][C@H:13]1[CH2:14][CH2:15][N:11]([C@H:8]2[CH2:9][CH2:10][C@@H:5]([N:4]([CH:1]([CH3:3])[CH3:2])[CH3:33])[CH2:6][C@H:7]2[CH2:28][S:29]([CH3:32])(=[O:31])=[O:30])[C:12]1=[O:27]. The catalyst class is: 844. (2) The catalyst class is: 24. Product: [OH:5][C:6]1[CH:7]=[C:8]([C:13]([C@@H:15]2[C@:24]3([CH3:25])[C@H:19]([C:20]([CH3:26])([CH3:27])[CH2:21][CH2:22][CH2:23]3)[CH2:18][C@@H:17]([NH:28][S:29]([CH3:32])(=[O:31])=[O:30])[C@H:16]2[CH3:33])=[O:14])[CH:9]=[C:10]([CH3:12])[CH:11]=1. Reactant: CS([O:5][C:6]1[CH:11]=[C:10]([CH3:12])[CH:9]=[C:8]([C:13]([C@@H:15]2[C@:24]3([CH3:25])[C@H:19]([C:20]([CH3:27])([CH3:26])[CH2:21][CH2:22][CH2:23]3)[CH2:18][C@@H:17]([NH:28][S:29]([CH3:32])(=[O:31])=[O:30])[C@H:16]2[CH3:33])=[O:14])[CH:7]=1)(=O)=O.[OH-].[Na+]. (3) Reactant: [C:1]([O:5][C:6]([NH:8][C@@H:9]([CH:13]([CH3:15])[CH3:14])[C:10]([OH:12])=O)=[O:7])([CH3:4])([CH3:3])[CH3:2].CN(C(ON1N=NC2C=CC=CC1=2)=[N+](C)C)C.[B-](F)(F)(F)F.Cl.[F:39][C:40]1([F:45])[CH2:44][CH2:43][NH:42][CH2:41]1. Product: [F:39][C:40]1([F:45])[CH2:44][CH2:43][N:42]([C:10](=[O:12])[C@@H:9]([NH:8][C:6](=[O:7])[O:5][C:1]([CH3:2])([CH3:3])[CH3:4])[CH:13]([CH3:15])[CH3:14])[CH2:41]1. The catalyst class is: 3.